Task: Predict which catalyst facilitates the given reaction.. Dataset: Catalyst prediction with 721,799 reactions and 888 catalyst types from USPTO (1) Reactant: [Cl:1][C:2]1[CH:7]=[CH:6][C:5]([C@@H:8]2[CH2:12][N:11]([C:13]([O:15][C:16]([CH3:19])([CH3:18])[CH3:17])=[O:14])[CH2:10][C@H:9]2[C:20](OC)=[O:21])=[CH:4][CH:3]=1.[BH4-].[Li+].CO.[Cl-].[NH4+]. Product: [Cl:1][C:2]1[CH:3]=[CH:4][C:5]([C@H:8]2[C@H:9]([CH2:20][OH:21])[CH2:10][N:11]([C:13]([O:15][C:16]([CH3:19])([CH3:18])[CH3:17])=[O:14])[CH2:12]2)=[CH:6][CH:7]=1. The catalyst class is: 54. (2) Reactant: [CH3:1][N:2]1[C:7](=[O:8])[C:6]2[CH:9]=[C:10]([N+:12]([O-])=O)[S:11][C:5]=2[N:4]=[N:3]1.Cl.[Cl-].[NH4+]. Product: [NH2:12][C:10]1[S:11][C:5]2[N:4]=[N:3][N:2]([CH3:1])[C:7](=[O:8])[C:6]=2[CH:9]=1. The catalyst class is: 406. (3) Reactant: [S:1]1[CH2:6][CH:5]=[C:4]([C:7]2[CH:12]=[CH:11][C:10]([NH2:13])=[CH:9][CH:8]=2)[CH2:3][CH2:2]1. Product: [S:1]1[CH2:6][CH2:5][CH:4]([C:7]2[CH:8]=[CH:9][C:10]([NH2:13])=[CH:11][CH:12]=2)[CH2:3][CH2:2]1. The catalyst class is: 663. (4) Reactant: [CH2:1]([OH:3])[CH3:2].[OH-].[Na+:5].[CH2:6]([P:8]([CH2:11]CC#N)(=[O:10])[OH:9])[CH3:7].S(=O)(=O)(O)[OH:16]. Product: [Na+:5].[CH2:6]([P:8]([OH:9])([CH2:11][CH2:2][C:1]([O-:16])=[O:3])=[O:10])[CH3:7]. The catalyst class is: 6. (5) Reactant: [NH2:1][C:2]1[CH:3]=[CH:4][C:5]([C:12]#[N:13])=[C:6]([C:8]([F:11])([F:10])[F:9])[CH:7]=1.C(OCCCC)(=O)C.[C:22]1(=[O:28])[O:27][C:25](=[O:26])[CH:24]=[CH:23]1. Product: [C:12]([C:5]1[CH:4]=[CH:3][C:2]([NH:1][C:22]([CH:23]=[CH:24][C:25]([OH:27])=[O:26])=[O:28])=[CH:7][C:6]=1[C:8]([F:9])([F:10])[F:11])#[N:13]. The catalyst class is: 194.